Dataset: Peptide-MHC class I binding affinity with 185,985 pairs from IEDB/IMGT. Task: Regression. Given a peptide amino acid sequence and an MHC pseudo amino acid sequence, predict their binding affinity value. This is MHC class I binding data. The peptide sequence is MWHVTRGAVL. The MHC is HLA-A23:01 with pseudo-sequence HLA-A23:01. The binding affinity (normalized) is 0.326.